This data is from Catalyst prediction with 721,799 reactions and 888 catalyst types from USPTO. The task is: Predict which catalyst facilitates the given reaction. (1) Reactant: Cl.[CH:2]1([N:5]2[CH2:10][C:9]3([CH2:15][CH2:14][NH:13][CH2:12][CH2:11]3)[O:8][CH2:7][C:6]2=[O:16])[CH2:4][CH2:3]1.[OH-].[Na+].O.O=[CH:21][C:22]([OH:24])=[O:23].[Br:25][C:26]1[CH:31]=[CH:30][C:29](B(O)O)=[CH:28][CH:27]=1. Product: [Br:25][C:26]1[CH:31]=[CH:30][C:29]([CH:21]([N:13]2[CH2:12][CH2:11][C:9]3([O:8][CH2:7][C:6](=[O:16])[N:5]([CH:2]4[CH2:4][CH2:3]4)[CH2:10]3)[CH2:15][CH2:14]2)[C:22]([OH:24])=[O:23])=[CH:28][CH:27]=1. The catalyst class is: 4. (2) Reactant: C([O:3][C:4](=O)[CH:5]([NH:10][S:11]([C:14]1[C:19]([CH3:20])=[CH:18][C:17]([CH3:21])=[CH:16][C:15]=1[CH3:22])(=[O:13])=[O:12])[C:6]([F:9])([F:8])[F:7])C.[H-].[Al+3].[Li+].[H-].[H-].[H-]. Product: [CH3:22][C:15]1[CH:16]=[C:17]([CH3:21])[CH:18]=[C:19]([CH3:20])[C:14]=1[S:11]([NH:10][CH:5]([CH2:4][OH:3])[C:6]([F:8])([F:9])[F:7])(=[O:12])=[O:13]. The catalyst class is: 1.